This data is from Full USPTO retrosynthesis dataset with 1.9M reactions from patents (1976-2016). The task is: Predict the reactants needed to synthesize the given product. (1) Given the product [ClH:1].[ClH:1].[CH3:8][NH:9][C:10]([C:12]1[N:13]=[C:14]([N:17]2[CH2:22][CH2:21][NH:20][CH2:19][CH:18]2[CH2:7][CH2:6][O:5][C:4]2[CH:3]=[N:9][CH:10]=[CH:12][CH:16]=2)[S:15][CH:16]=1)=[O:11], predict the reactants needed to synthesize it. The reactants are: [ClH:1].O1[CH2:7][CH2:6][O:5][CH2:4][CH2:3]1.[CH3:8][NH:9][C:10]([C:12]1[N:13]=[C:14]([N:17]2[CH2:22][CH2:21][N:20](C(OC(C)(C)C)=O)[CH2:19][CH:18]2COC2C=NC=CC=2)[S:15][CH:16]=1)=[O:11]. (2) Given the product [Cl:26][C:18]1[S:17][C:16]([S:13]([NH:12][C:5]2[C:6]3[C:11](=[CH:10][CH:9]=[CH:8][CH:7]=3)[C:2]([OH:1])=[C:3]([S:21][CH2:22][C:23]([OH:25])=[O:24])[CH:4]=2)(=[O:15])=[O:14])=[CH:20][CH:19]=1, predict the reactants needed to synthesize it. The reactants are: [OH:1][C:2]1[C:11]2[C:6](=[CH:7][CH:8]=[CH:9][CH:10]=2)[C:5]([NH:12][S:13]([C:16]2[S:17][CH:18]=[CH:19][CH:20]=2)(=[O:15])=[O:14])=[CH:4][C:3]=1[S:21][CH2:22][C:23]([OH:25])=[O:24].[Cl:26]C1SC(S(/N=C2\C=C(Cl)C(=O)C3C\2=CC=CC=3)(=O)=O)=CC=1. (3) Given the product [NH2:4][C:5]1[S:6][C:7]2[CH:13]=[CH:12][C:11]([NH:14][C:15]([NH2:17])=[S:16])=[CH:10][C:8]=2[N:9]=1, predict the reactants needed to synthesize it. The reactants are: C[O-].[Na+].[NH2:4][C:5]1[S:6][C:7]2[CH:13]=[CH:12][C:11]([NH:14][C:15]([NH:17]C(=O)C3C=CC=CC=3)=[S:16])=[CH:10][C:8]=2[N:9]=1. (4) Given the product [F:28][C:18]1[C:17]([CH:15]([N:12]2[C:10]3=[N:11][C:6]([C:4](=[O:3])[CH3:5])=[CH:7][N:8]=[C:9]3[N:14]=[N:13]2)[CH3:16])=[C:26]([F:27])[CH:25]=[C:24]2[C:19]=1[CH:20]=[CH:21][CH:22]=[N:23]2, predict the reactants needed to synthesize it. The reactants are: C([O:3][C:4]([C:6]1[N:11]=[C:10]2[N:12]([CH:15]([C:17]3[C:18]([F:28])=[C:19]4[C:24](=[CH:25][C:26]=3[F:27])[N:23]=[CH:22][CH:21]=[CH:20]4)[CH3:16])[N:13]=[N:14][C:9]2=[N:8][CH:7]=1)=[CH2:5])C.Cl.